Dataset: Full USPTO retrosynthesis dataset with 1.9M reactions from patents (1976-2016). Task: Predict the reactants needed to synthesize the given product. (1) Given the product [CH3:1][O:2][C:3]1[CH:4]=[CH:5][C:6]2[CH2:12][CH2:11][CH2:10][CH2:9][NH:8][C:7]=2[CH:14]=1, predict the reactants needed to synthesize it. The reactants are: [CH3:1][O:2][C:3]1[CH:4]=[CH:5][C:6]2[CH2:12][CH2:11][CH2:10][C:9](=O)[NH:8][C:7]=2[CH:14]=1.[H-].[Al+3].[Li+].[H-].[H-].[H-]. (2) Given the product [C:20]([C:2]1[CH:18]=[CH:17][C:5]2[CH2:6][CH2:7][N:8]([C:11](=[O:16])[C:12]([F:15])([F:14])[F:13])[CH2:9][CH2:10][C:4]=2[C:3]=1[OH:19])#[N:21], predict the reactants needed to synthesize it. The reactants are: Br[C:2]1[CH:18]=[CH:17][C:5]2[CH2:6][CH2:7][N:8]([C:11](=[O:16])[C:12]([F:15])([F:14])[F:13])[CH2:9][CH2:10][C:4]=2[C:3]=1[OH:19].[CH3:20][N:21]1C(=O)CCC1. (3) Given the product [O:1]1[CH2:5][CH2:4][O:3][CH:2]1[C:6]1[CH:15]=[C:14]2[C:9]([C:10](=[O:21])[C:11]([C:16]([O:18][CH2:19][CH3:20])=[O:17])=[CH:12][N:13]2[CH3:22])=[CH:8][CH:7]=1, predict the reactants needed to synthesize it. The reactants are: [O:1]1[CH2:5][CH2:4][O:3][CH:2]1[C:6]1[CH:15]=[C:14]2[C:9]([C:10](=[O:21])[C:11]([C:16]([O:18][CH2:19][CH3:20])=[O:17])=[CH:12][NH:13]2)=[CH:8][CH:7]=1.[C:22](=O)([O-])[O-].[K+].[K+].IC. (4) Given the product [C:1]([C:3]1[CH:4]=[C:5]2[C:10](=[CH:11][C:12]=1[O:13][CH3:14])[N:9]=[CH:8][CH:7]=[C:6]2[O:15][C:16]1[CH:21]=[CH:20][C:19]([NH:22][C:23]([NH:32][C:33]2[CH:38]=[CH:37][CH:36]=[CH:35][N:34]=2)=[O:31])=[CH:18][CH:17]=1)#[N:2], predict the reactants needed to synthesize it. The reactants are: [C:1]([C:3]1[CH:4]=[C:5]2[C:10](=[CH:11][C:12]=1[O:13][CH3:14])[N:9]=[CH:8][CH:7]=[C:6]2[O:15][C:16]1[CH:21]=[CH:20][C:19]([NH:22][C:23](=[O:31])OC2C=CC=CC=2)=[CH:18][CH:17]=1)#[N:2].[NH2:32][C:33]1[CH:38]=[CH:37][CH:36]=[CH:35][N:34]=1.O. (5) Given the product [CH3:3][N:2]([CH2:4][C:5]1[CH:6]=[CH:7][C:8]([CH:9]2[CH:23]([C:24]3[CH:31]=[CH:30][C:27]([CH3:28])=[CH:26][CH:25]=3)[C:13](=[O:14])[C:12]3[C:16]([C:15]([O:32][CH2:33][CH3:34])=[O:20])=[CH:17][CH:18]=[CH:19][C:11]=3[NH:10]2)=[CH:21][CH:22]=1)[CH3:1], predict the reactants needed to synthesize it. The reactants are: [CH3:1][N:2]([CH2:4][C:5]1[CH:22]=[CH:21][C:8](/[CH:9]=[N:10]/[C:11]2[CH:19]=[CH:18][CH:17]=[C:16]3[C:12]=2[CH2:13][O:14][C:15]3=[O:20])=[CH:7][CH:6]=1)[CH3:3].[CH3:23][C:24]1[CH:31]=[CH:30][C:27]([CH:28]=O)=[CH:26][CH:25]=1.[O-:32][CH2:33][CH3:34].[Na+].C(O)C.